From a dataset of Catalyst prediction with 721,799 reactions and 888 catalyst types from USPTO. Predict which catalyst facilitates the given reaction. (1) Reactant: [OH:1][C@@H:2]1[CH2:7][CH2:6][CH2:5][CH2:4][C@@H:3]1[N:8]1[C:12]([C:13]2[CH:18]=[CH:17][CH:16]=[CH:15][CH:14]=2)=[C:11]([C:19](O)=[O:20])[N:10]=[CH:9]1.[CH2:22]([N:29]1[CH2:34][CH2:33][NH:32][C@H:31](/[CH:35]=[CH:36]/[CH:37]2[CH2:39][CH2:38]2)[CH2:30]1)[C:23]1[CH:28]=[CH:27][CH:26]=[CH:25][CH:24]=1.CCN=C=NCCCN(C)C.Cl.C1C=CC2N(O)N=NC=2C=1.C(N(CC)C(C)C)(C)C.C(=O)([O-])O.[Na+]. Product: [CH2:22]([N:29]1[CH2:34][CH2:33][N:32]([C:19]([C:11]2[N:10]=[CH:9][N:8]([C@H:3]3[CH2:4][CH2:5][CH2:6][CH2:7][C@H:2]3[OH:1])[C:12]=2[C:13]2[CH:18]=[CH:17][CH:16]=[CH:15][CH:14]=2)=[O:20])[C@H:31](/[CH:35]=[CH:36]/[CH:37]2[CH2:39][CH2:38]2)[CH2:30]1)[C:23]1[CH:24]=[CH:25][CH:26]=[CH:27][CH:28]=1. The catalyst class is: 241. (2) Reactant: O.[NH2:2][NH2:3].[CH:4](=[C:11]([CH2:14][CH3:15])[CH:12]=O)[C:5]1[CH:10]=[CH:9][CH:8]=[CH:7][CH:6]=1.O. Product: [CH2:14]([CH:11]1[CH:4]([C:5]2[CH:10]=[CH:9][CH:8]=[CH:7][CH:6]=2)[NH:3][N:2]=[CH:12]1)[CH3:15]. The catalyst class is: 28. (3) Reactant: [F:1][C:2]1[CH:7]=[CH:6][C:5]([C:8]2[N:9]=[C:10]([C:19]3[CH:24]=[CH:23][C:22]([S:25][CH3:26])=[CH:21][CH:20]=3)[O:11][C:12]=2[C:13]2[CH:18]=[CH:17][N:16]=[CH:15][CH:14]=2)=[CH:4][CH:3]=1.C(O)(=[O:29])C. Product: [F:1][C:2]1[CH:7]=[CH:6][C:5]([C:8]2[N:9]=[C:10]([C:19]3[CH:24]=[CH:23][C:22]([S:25]([CH3:26])=[O:29])=[CH:21][CH:20]=3)[O:11][C:12]=2[C:13]2[CH:14]=[CH:15][N:16]=[CH:17][CH:18]=2)=[CH:4][CH:3]=1. The catalyst class is: 6. (4) Reactant: [CH3:1][O:2][C:3]1[C:8]2[CH2:9][CH2:10][C:11](=[O:14])[CH2:12][CH2:13][C:7]=2[CH:6]=[CH:5][C:4]=1[N+:15]([O-])=O.O1CCCC1. Product: [NH2:15][C:4]1[CH:5]=[CH:6][C:7]2[CH2:13][CH2:12][C:11](=[O:14])[CH2:10][CH2:9][C:8]=2[C:3]=1[O:2][CH3:1]. The catalyst class is: 126. (5) Reactant: [OH:1][C:2]1[C:3]([C:19]([O:21]CC)=[O:20])=[C:4]([CH2:15][CH:16]([CH3:18])[CH3:17])[NH:5][C:6](=[O:14])[C:7]=1[C:8]1[CH:13]=[CH:12][CH:11]=[CH:10][CH:9]=1.Cl. The catalyst class is: 74. Product: [OH:1][C:2]1[C:3]([C:19]([OH:21])=[O:20])=[C:4]([CH2:15][CH:16]([CH3:18])[CH3:17])[NH:5][C:6](=[O:14])[C:7]=1[C:8]1[CH:13]=[CH:12][CH:11]=[CH:10][CH:9]=1. (6) Reactant: [CH3:1][C:2]1[CH:6]=[CH:5][S:4][C:3]=1[CH:7]=[O:8].[Br:9]Br. Product: [Br:9][C:5]1[S:4][C:3]([CH:7]=[O:8])=[C:2]([CH3:1])[CH:6]=1. The catalyst class is: 22.